Dataset: Forward reaction prediction with 1.9M reactions from USPTO patents (1976-2016). Task: Predict the product of the given reaction. (1) Given the reactants C([Mg]Cl)(C)C.[CH:6]1([NH2:9])[CH2:8][CH2:7]1.C[O:11][C:12](=O)[C:13]1[CH:18]=[CH:17][C:16]([CH3:19])=[C:15]([N:20]2[CH:25]=[CH:24][N:23]=[C:22]([NH:26][C:27]3([C:30]4[CH:35]=[C:34]([F:36])[CH:33]=[CH:32][C:31]=4[OH:37])[CH2:29][CH2:28]3)[C:21]2=[O:38])[CH:14]=1.Cl, predict the reaction product. The product is: [CH:6]1([NH:9][C:12](=[O:11])[C:13]2[CH:18]=[CH:17][C:16]([CH3:19])=[C:15]([N:20]3[CH:25]=[CH:24][N:23]=[C:22]([NH:26][C:27]4([C:30]5[CH:35]=[C:34]([F:36])[CH:33]=[CH:32][C:31]=5[OH:37])[CH2:29][CH2:28]4)[C:21]3=[O:38])[CH:14]=2)[CH2:8][CH2:7]1. (2) The product is: [N:1]1([CH2:7][C:8]([Cl:19])=[O:10])[CH2:6][CH2:5][O:4][CH2:3][CH2:2]1. Given the reactants [N:1]1([CH2:7][C:8]([OH:10])=O)[CH2:6][CH2:5][O:4][CH2:3][CH2:2]1.CN(C=O)C.C(Cl)(=O)C([Cl:19])=O, predict the reaction product.